This data is from Peptide-MHC class II binding affinity with 134,281 pairs from IEDB. The task is: Regression. Given a peptide amino acid sequence and an MHC pseudo amino acid sequence, predict their binding affinity value. This is MHC class II binding data. (1) The peptide sequence is YVDEHLMCEIEGHHL. The MHC is HLA-DQA10102-DQB10502 with pseudo-sequence HLA-DQA10102-DQB10502. The binding affinity (normalized) is 0.533. (2) The peptide sequence is HDGGCRKELAAVSVD. The MHC is DRB3_0101 with pseudo-sequence DRB3_0101. The binding affinity (normalized) is 0.269. (3) The peptide sequence is SWIQSIPFVHLGHRD. The MHC is HLA-DQA10501-DQB10201 with pseudo-sequence HLA-DQA10501-DQB10201. The binding affinity (normalized) is 0.124. (4) The peptide sequence is KMIGGIGGFIKVRQYDQIPI. The MHC is DRB1_1101 with pseudo-sequence DRB1_1101. The binding affinity (normalized) is 0.385. (5) The peptide sequence is GRYKDEKDVTDITVK. The MHC is HLA-DPA10201-DPB11401 with pseudo-sequence HLA-DPA10201-DPB11401. The binding affinity (normalized) is 0.